This data is from Full USPTO retrosynthesis dataset with 1.9M reactions from patents (1976-2016). The task is: Predict the reactants needed to synthesize the given product. (1) The reactants are: [C:1]([O:5][C:6]([N:8]1[CH2:13][CH2:12][C:11]([C:15]2[CH:20]=[CH:19][C:18](Br)=[CH:17][CH:16]=2)([OH:14])[CH2:10][CH2:9]1)=[O:7])([CH3:4])([CH3:3])[CH3:2].C([O-])(=O)C.[K+].C(=O)([O-])[O-].[K+].[K+].Br[C:34]1[N:39]=[CH:38][CH:37]=[CH:36][N:35]=1. Given the product [C:1]([O:5][C:6]([N:8]1[CH2:13][CH2:12][C:11]([OH:14])([C:15]2[CH:20]=[CH:19][C:18]([C:34]3[N:39]=[CH:38][CH:37]=[CH:36][N:35]=3)=[CH:17][CH:16]=2)[CH2:10][CH2:9]1)=[O:7])([CH3:4])([CH3:3])[CH3:2], predict the reactants needed to synthesize it. (2) Given the product [CH2:25]([O:24][C:22]([CH:14]1[CH2:15][C:16]2[C:21](=[CH:20][CH:19]=[CH:18][CH:17]=2)[N:13]1[C:30](=[O:31])[C@H:22]([O:24][CH2:25][C:4]1[CH:5]=[CH:6][CH:17]=[CH:16][CH:15]=1)[CH3:14])=[O:23])[CH3:26], predict the reactants needed to synthesize it. The reactants are: Cl.CN(C)[CH2:4][CH2:5][CH2:6]N=C=NCC.[NH:13]1[C:21]2[C:16](=[CH:17][CH:18]=[CH:19][CH:20]=2)[CH2:15][CH:14]1[C:22]([O:24][CH2:25][CH3:26])=[O:23].CN([CH:30]=[O:31])C. (3) Given the product [NH2:1][C:2]1[C:11]([F:12])=[C:10]([N:26]2[CH2:27][CH:28]3[CH:24]([C:23]4([NH2:22])[CH:30]([CH2:29]3)[CH2:31]4)[CH2:25]2)[C:9]([F:14])=[C:8]2[C:3]=1[C:4](=[O:21])[C:5]([C:18]([OH:20])=[O:19])=[CH:6][N:7]2[CH:15]1[CH2:17][CH2:16]1, predict the reactants needed to synthesize it. The reactants are: [NH2:1][C:2]1[C:11]([F:12])=[C:10](F)[C:9]([F:14])=[C:8]2[C:3]=1[C:4](=[O:21])[C:5]([C:18]([OH:20])=[O:19])=[CH:6][N:7]2[CH:15]1[CH2:17][CH2:16]1.[NH2:22][C:23]12[CH2:31][CH:30]1[CH2:29][CH:28]1[CH:24]2[CH2:25][NH:26][CH2:27]1.C(N(CC)CC)C. (4) Given the product [Br:1][C:2]1[CH:7]=[CH:6][C:5]([F:8])=[CH:4][C:3]=1[N:9]1[CH:13]=[CH:12][N:11]=[N:10]1, predict the reactants needed to synthesize it. The reactants are: [Br:1][C:2]1[CH:7]=[CH:6][C:5]([F:8])=[CH:4][C:3]=1[N:9]1[CH:13]=[C:12]([Si](C)(C)C)[N:11]=[N:10]1.[F-].C([N+](CCCC)(CCCC)CCCC)CCC. (5) Given the product [CH2:13]([N:3]([CH2:1][CH3:2])[C:4]1[CH:11]=[CH:10][C:7]([CH:8]=[O:9])=[C:6]([O:12][CH:28]([CH3:30])[CH3:29])[CH:5]=1)[CH3:14], predict the reactants needed to synthesize it. The reactants are: [CH2:1]([N:3]([CH2:13][CH3:14])[C:4]1[CH:11]=[CH:10][C:7]([CH:8]=[O:9])=[C:6]([OH:12])[CH:5]=1)[CH3:2].C(=O)([O-])[O-].[K+].[K+].C(=O)([O-])[O-].[Cs+].[Cs+].I[CH:28]([CH3:30])[CH3:29]. (6) Given the product [C:38]([C:35]1[CH:36]=[CH:37][C:32]([O:31][C:3]2[CH:2]=[CH:7][C:6]([S:8]([NH:11][C:12]3[CH:17]=[CH:16][C:15]([F:18])=[CH:14][N:13]=3)(=[O:10])=[O:9])=[C:5]([F:30])[CH:4]=2)=[CH:33][C:34]=1[F:40])#[N:39], predict the reactants needed to synthesize it. The reactants are: Br[C:2]1[C:3]([O:31][C:32]2[CH:37]=[CH:36][C:35]([C:38]#[N:39])=[C:34]([F:40])[CH:33]=2)=[CH:4][C:5]([F:30])=[C:6]([S:8]([N:11](CC2C=CC(OC)=CC=2OC)[C:12]2[CH:17]=[CH:16][C:15]([F:18])=[CH:14][N:13]=2)(=[O:10])=[O:9])[CH:7]=1.CCOC(C)=O.